This data is from Peptide-MHC class I binding affinity with 185,985 pairs from IEDB/IMGT. The task is: Regression. Given a peptide amino acid sequence and an MHC pseudo amino acid sequence, predict their binding affinity value. This is MHC class I binding data. (1) The peptide sequence is FPFKYAAAF. The MHC is Mamu-A2601 with pseudo-sequence Mamu-A2601. The binding affinity (normalized) is 0. (2) The peptide sequence is GAVDLSHFL. The MHC is HLA-A30:02 with pseudo-sequence HLA-A30:02. The binding affinity (normalized) is 0.178. (3) The peptide sequence is GYRSKACDM. The MHC is HLA-B08:01 with pseudo-sequence HLA-B08:01. The binding affinity (normalized) is 0.0847. (4) The peptide sequence is RQLIRLLTWLF. The MHC is Mamu-B03 with pseudo-sequence Mamu-B03. The binding affinity (normalized) is 0.440. (5) The peptide sequence is YLQQNWWTL. The MHC is HLA-B44:03 with pseudo-sequence HLA-B44:03. The binding affinity (normalized) is 0.181. (6) The peptide sequence is AEFKSRFFVM. The MHC is HLA-B45:01 with pseudo-sequence HLA-B45:01. The binding affinity (normalized) is 0.476.